This data is from Forward reaction prediction with 1.9M reactions from USPTO patents (1976-2016). The task is: Predict the product of the given reaction. Given the reactants [C:1]([C:3]1[CH:4]=[C:5]2[C:10](=[CH:11][C:12]=1[OH:13])[N:9]=[CH:8][CH:7]=[C:6]2[O:14][C:15]1[CH:20]=[CH:19][C:18]([NH:21][C:22]([NH:24][C:25]2[CH:30]=[CH:29][C:28]([O:31][CH3:32])=[CH:27][CH:26]=2)=[O:23])=[CH:17][CH:16]=1)#[N:2].C(=O)([O-])[O-].[K+].[K+].Br[CH2:40][CH2:41][CH2:42][CH2:43][Cl:44], predict the reaction product. The product is: [C:1]([C:3]1[CH:4]=[C:5]2[C:10](=[CH:11][C:12]=1[O:13][CH2:40][CH2:41][CH2:42][CH2:43][Cl:44])[N:9]=[CH:8][CH:7]=[C:6]2[O:14][C:15]1[CH:20]=[CH:19][C:18]([NH:21][C:22]([NH:24][C:25]2[CH:26]=[CH:27][C:28]([O:31][CH3:32])=[CH:29][CH:30]=2)=[O:23])=[CH:17][CH:16]=1)#[N:2].